Dataset: Forward reaction prediction with 1.9M reactions from USPTO patents (1976-2016). Task: Predict the product of the given reaction. (1) Given the reactants [NH2:1][C@@H:2]([C:4]1[CH:9]=[CH:8][C:7]([NH:10][S:11]([CH3:14])(=[O:13])=[O:12])=[C:6]([CH3:15])[CH:5]=1)[CH3:3].[Cl:16][C:17]1[CH:26]=[C:25]2[C:20]([CH:21]=[CH:22][C:23]([CH3:30])(C(O)=O)[NH:24]2)=[CH:19][CH:18]=1.Cl.CN(C)CCCN=C=NCC.O.ON1C2C=CC=CC=2N=N1.C(N(CC)C(C)C)(C)C.[C:63]([O-])(O)=[O:64].[Na+], predict the reaction product. The product is: [CH3:14][S:11]([NH:10][C:7]1[CH:8]=[CH:9][C:4]([C@H:2]([NH:1][C:63]([C:22]2[C:23]([CH3:30])=[N:24][C:25]3[C:20]([CH:21]=2)=[CH:19][CH:18]=[C:17]([Cl:16])[CH:26]=3)=[O:64])[CH3:3])=[CH:5][C:6]=1[CH3:15])(=[O:13])=[O:12]. (2) Given the reactants Br[C:2]1[CH:7]=[CH:6][C:5]([C:8]([C:24]2[CH:29]=[CH:28][C:27](Br)=[CH:26][CH:25]=2)=[CH:9][CH2:10][S:11][C:12]2[CH:22]=[CH:21][C:15]([O:16][CH2:17][C:18]([OH:20])=[O:19])=[C:14]([CH3:23])[CH:13]=2)=[CH:4][CH:3]=1.[C:31]1(B(O)O)[CH:36]=[CH:35][CH:34]=[CH:33][CH:32]=1.[F-].[K+].[Cl-].[NH4+], predict the reaction product. The product is: [C:2]1([C:2]2[CH:7]=[CH:6][CH:5]=[CH:4][CH:3]=2)[CH:7]=[CH:6][C:5]([C:8]([C:24]2[CH:29]=[CH:28][C:27]([C:31]3[CH:36]=[CH:35][CH:34]=[CH:33][CH:32]=3)=[CH:26][CH:25]=2)=[CH:9][CH2:10][S:11][C:12]2[CH:22]=[CH:21][C:15]([O:16][CH2:17][C:18]([OH:20])=[O:19])=[C:14]([CH3:23])[CH:13]=2)=[CH:4][CH:3]=1. (3) Given the reactants [NH2:1][C:2]12[CH2:9][CH2:8][C:5]([CH2:10][CH2:11][C:12]3[C:21]4[C:16](=[CH:17][CH:18]=[C:19]([O:22][CH3:23])[N:20]=4)[N:15]=[CH:14][C:13]=3[C:24]#[N:25])([CH2:6][CH2:7]1)[O:4][CH2:3]2.[CH3:26][N:27]1[C:36]2[C:31](=[CH:32][CH:33]=[CH:34][CH:35]=2)[CH:30]=[C:29]([CH:37]=O)[C:28]1=[O:39], predict the reaction product. The product is: [CH3:23][O:22][C:19]1[N:20]=[C:21]2[C:16](=[CH:17][CH:18]=1)[N:15]=[CH:14][C:13]([C:24]#[N:25])=[C:12]2[CH2:11][CH2:10][C:5]12[CH2:8][CH2:9][C:2]([NH:1][CH2:37][C:29]3[C:28](=[O:39])[N:27]([CH3:26])[C:36]4[C:31]([CH:30]=3)=[CH:32][CH:33]=[CH:34][CH:35]=4)([CH2:7][CH2:6]1)[CH2:3][O:4]2.